Regression. Given two drug SMILES strings and cell line genomic features, predict the synergy score measuring deviation from expected non-interaction effect. From a dataset of NCI-60 drug combinations with 297,098 pairs across 59 cell lines. (1) Drug 1: CC1C(C(=O)NC(C(=O)N2CCCC2C(=O)N(CC(=O)N(C(C(=O)O1)C(C)C)C)C)C(C)C)NC(=O)C3=C4C(=C(C=C3)C)OC5=C(C(=O)C(=C(C5=N4)C(=O)NC6C(OC(=O)C(N(C(=O)CN(C(=O)C7CCCN7C(=O)C(NC6=O)C(C)C)C)C)C(C)C)C)N)C. Drug 2: C1CN1C2=NC(=NC(=N2)N3CC3)N4CC4. Cell line: MDA-MB-231. Synergy scores: CSS=17.6, Synergy_ZIP=-7.46, Synergy_Bliss=1.48, Synergy_Loewe=0.917, Synergy_HSA=1.34. (2) Drug 1: CC1=C(C(=CC=C1)Cl)NC(=O)C2=CN=C(S2)NC3=CC(=NC(=N3)C)N4CCN(CC4)CCO. Drug 2: C(CC(=O)O)C(=O)CN.Cl. Cell line: T-47D. Synergy scores: CSS=11.6, Synergy_ZIP=-4.05, Synergy_Bliss=-1.89, Synergy_Loewe=-7.18, Synergy_HSA=0.878. (3) Drug 1: CN(C)C1=NC(=NC(=N1)N(C)C)N(C)C. Drug 2: CC1=CC=C(C=C1)C2=CC(=NN2C3=CC=C(C=C3)S(=O)(=O)N)C(F)(F)F. Cell line: OVCAR-8. Synergy scores: CSS=-6.85, Synergy_ZIP=0.927, Synergy_Bliss=-2.95, Synergy_Loewe=-9.10, Synergy_HSA=-8.23.